Task: Predict the product of the given reaction.. Dataset: Forward reaction prediction with 1.9M reactions from USPTO patents (1976-2016) (1) Given the reactants [C:1]([C:5]1[N:6]=[C:7]([N:22]2[CH2:27][CH2:26]O[CH2:24][CH2:23]2)[C:8]2[N:13]=[N:12][N:11]([CH2:14][C:15]3[CH:20]=[CH:19][CH:18]=[CH:17][C:16]=3[Cl:21])[C:9]=2[N:10]=1)([CH3:4])([CH3:3])[CH3:2].C(C1N=C(Cl)C2N=NN(CC3C=CC=CC=3Cl)C=2N=1)(C)(C)C.Cl.[F:51][C@@H]1CCNC1, predict the reaction product. The product is: [C:1]([C:5]1[N:6]=[C:7]([N:22]2[CH2:27][CH2:26][C@@H:24]([F:51])[CH2:23]2)[C:8]2[N:13]=[N:12][N:11]([CH2:14][C:15]3[CH:20]=[CH:19][CH:18]=[CH:17][C:16]=3[Cl:21])[C:9]=2[N:10]=1)([CH3:4])([CH3:3])[CH3:2]. (2) Given the reactants [O:1]=[C:2]1[CH2:7][CH2:6][CH2:5][CH2:4][N:3]1[C:8]1[CH:13]=[CH:12][C:11]([NH:14][C:15]([C:17]2[CH2:21][CH2:20][CH2:19][C:18]=2[C:22]2[CH:23]=[C:24]([CH:28]=[CH:29][CH:30]=2)[C:25]([NH2:27])=[O:26])=[O:16])=[CH:10][CH:9]=1, predict the reaction product. The product is: [O:1]=[C:2]1[CH2:7][CH2:6][CH2:5][CH2:4][N:3]1[C:8]1[CH:9]=[CH:10][C:11]([NH:14][C:15]([C@H:17]2[CH2:21][CH2:20][CH2:19][C@H:18]2[C:22]2[CH:23]=[C:24]([CH:28]=[CH:29][CH:30]=2)[C:25]([NH2:27])=[O:26])=[O:16])=[CH:12][CH:13]=1.